The task is: Predict the reactants needed to synthesize the given product.. This data is from Full USPTO retrosynthesis dataset with 1.9M reactions from patents (1976-2016). (1) Given the product [CH2:23]([C:24]1[O:21][C:3]2[C:2]([N:1]=1)=[CH:19][C:6]1[CH2:7][CH2:8][N:9]([C:12]([O:14][C:15]([CH3:17])([CH3:18])[CH3:16])=[O:13])[CH2:10][CH2:11][C:5]=1[C:4]=2[CH3:20])[CH3:22], predict the reactants needed to synthesize it. The reactants are: [NH2:1][C:2]1[C:3]([OH:21])=[C:4]([CH3:20])[C:5]2[CH2:11][CH2:10][N:9]([C:12]([O:14][C:15]([CH3:18])([CH3:17])[CH3:16])=[O:13])[CH2:8][CH2:7][C:6]=2[CH:19]=1.[C:22](OC)(OC)(OC)[CH2:23][CH3:24].C1(C)C=CC(S([O-])(=O)=O)=CC=1.[NH+]1C=CC=CC=1. (2) Given the product [C:8]([C:5]1[CH:4]=[CH:3][C:2]([NH:1][C:18](=[O:19])[O:17][C:14]([CH3:16])([CH3:15])[CH3:13])=[N:7][CH:6]=1)(=[O:12])[CH2:9][CH2:10][CH3:11], predict the reactants needed to synthesize it. The reactants are: [NH2:1][C:2]1[N:7]=[CH:6][C:5]([C:8](=[O:12])[CH2:9][CH2:10][CH3:11])=[CH:4][CH:3]=1.[CH3:13][C:14]([O:17][C:18](O[C:18]([O:17][C:14]([CH3:16])([CH3:15])[CH3:13])=[O:19])=[O:19])([CH3:16])[CH3:15]. (3) The reactants are: [C:1]([O:4][CH:5]1[CH2:9][CH2:8][C:7](C(OC(=O)C)C)([C:10]([NH:12][CH2:13][C:14]2[CH:19]=[C:18]([C:20]([F:23])([F:22])[F:21])[CH:17]=[CH:16][C:15]=2O)=[O:11])[CH2:6]1)(=[O:3])[CH3:2].[CH2:31]=[O:32].S(O)(C1C=CC(C)=CC=1)(=O)=O.O. Given the product [C:1]([O:4][CH:5]1[CH2:9][CH2:8][CH:7]([C:10]([N:12]2[CH2:13][C:14]3[CH:19]=[C:18]([C:20]([F:23])([F:22])[F:21])[CH:17]=[CH:16][C:15]=3[O:32][CH2:31]2)=[O:11])[CH2:6]1)(=[O:3])[CH3:2], predict the reactants needed to synthesize it. (4) Given the product [C:1]1([CH3:11])[CH:6]=[CH:5][C:4]([S:7]([O:33][CH2:32][C@@H:21]([O:22][CH2:23][P:24]([CH:26]([CH3:28])[CH3:27])([CH:29]([CH3:30])[CH3:31])=[O:25])[CH2:20][O:19][CH2:12][C:13]2[CH:14]=[CH:15][CH:16]=[CH:17][CH:18]=2)(=[O:9])=[O:8])=[CH:3][CH:2]=1, predict the reactants needed to synthesize it. The reactants are: [C:1]1([CH3:11])[CH:6]=[CH:5][C:4]([S:7](Cl)(=[O:9])=[O:8])=[CH:3][CH:2]=1.[CH2:12]([O:19][CH2:20][C@@H:21]([CH2:32][OH:33])[O:22][CH2:23][P:24]([CH:29]([CH3:31])[CH3:30])([CH:26]([CH3:28])[CH3:27])=[O:25])[C:13]1[CH:18]=[CH:17][CH:16]=[CH:15][CH:14]=1. (5) Given the product [F:11][C:9]1[CH:8]=[C:7]2[C:3]([CH:4]=[CH:5][NH:6]2)=[C:2]([C:55]2[NH:56][C:57]3[C:62]([N:63]=2)=[C:61]([N:64]2[CH2:69][CH2:68][O:67][CH2:66][C@H:65]2[CH3:70])[N:60]=[C:59]([N:71]2[CH2:76][CH2:75][O:74][CH2:73][C@@H:72]2[CH3:77])[N:58]=3)[CH:10]=1, predict the reactants needed to synthesize it. The reactants are: Cl[C:2]1[CH:10]=[C:9]([F:11])[CH:8]=[C:7]2[C:3]=1[CH:4]=[CH:5][NH:6]2.B1(B2OC(C)(C)C(C)(C)O2)OC(C)(C)C(C)(C)O1.C1(P(C2CCCCC2)C2CCCCC2)CCCCC1.C([O-])(=O)C.[K+].Br[C:55]1[NH:56][C:57]2[C:62]([N:63]=1)=[C:61]([N:64]1[CH2:69][CH2:68][O:67][CH2:66][C@H:65]1[CH3:70])[N:60]=[C:59]([N:71]1[CH2:76][CH2:75][O:74][CH2:73][C@@H:72]1[CH3:77])[N:58]=2.[F-].[Cs+]. (6) Given the product [Br:1][C:2]1[CH:3]=[CH:4][C:5]([Cl:17])=[C:6]([CH:16]=1)[O:7][C:8]1[CH:9]=[CH:10][C:11]([C:12](=[N:19][OH:20])[NH2:13])=[CH:14][CH:15]=1, predict the reactants needed to synthesize it. The reactants are: [Br:1][C:2]1[CH:3]=[CH:4][C:5]([Cl:17])=[C:6]([CH:16]=1)[O:7][C:8]1[CH:15]=[CH:14][C:11]([C:12]#[N:13])=[CH:10][CH:9]=1.Cl.[NH2:19][OH:20].C(N(CC)CC)C. (7) Given the product [CH2:1]([N:3]1[C:15]2[CH:14]=[CH:13][C:12]([CH2:16][N:33]3[CH2:34][CH2:35][CH:30]([C:25]4[CH:24]=[C:23]([NH:22][C:20](=[O:21])[CH:19]([CH3:36])[CH3:18])[CH:28]=[CH:27][C:26]=4[CH3:29])[CH2:31][CH2:32]3)=[CH:11][C:10]=2[C:9]2[C:4]1=[CH:5][CH:6]=[CH:7][CH:8]=2)[CH3:2], predict the reactants needed to synthesize it. The reactants are: [CH2:1]([N:3]1[C:15]2[CH:14]=[CH:13][C:12]([CH:16]=O)=[CH:11][C:10]=2[C:9]2[C:4]1=[CH:5][CH:6]=[CH:7][CH:8]=2)[CH3:2].[CH3:18][CH:19]([CH3:36])[C:20]([NH:22][C:23]1[CH:28]=[CH:27][C:26]([CH3:29])=[C:25]([CH:30]2[CH2:35][CH2:34][NH:33][CH2:32][CH2:31]2)[CH:24]=1)=[O:21].